Dataset: Catalyst prediction with 721,799 reactions and 888 catalyst types from USPTO. Task: Predict which catalyst facilitates the given reaction. Reactant: [C:1]([C:5]1[S:9][C:8]([C:10]([NH:12][C@@H:13]([CH2:27][C:28]2[CH:33]=[CH:32][C:31]([C:34]3[N:39]=[CH:38][C:37]([C:40]4[CH:45]=[CH:44][C:43]([O:46][CH2:47][CH2:48][CH2:49][CH:50]([CH3:52])[CH3:51])=[CH:42][CH:41]=4)=[CH:36][N:35]=3)=[CH:30][CH:29]=2)[C:14]([N:16]2[CH2:19][CH:18]([C:20]([O:22]C(C)(C)C)=[O:21])[CH2:17]2)=[O:15])=[O:11])=[CH:7][CH:6]=1)([CH3:4])([CH3:3])[CH3:2].C(O)(C(F)(F)F)=O. Product: [C:1]([C:5]1[S:9][C:8]([C:10]([NH:12][CH:13]([CH2:27][C:28]2[CH:33]=[CH:32][C:31]([C:34]3[N:39]=[CH:38][C:37]([C:40]4[CH:45]=[CH:44][C:43]([O:46][CH2:47][CH2:48][CH2:49][CH:50]([CH3:52])[CH3:51])=[CH:42][CH:41]=4)=[CH:36][N:35]=3)=[CH:30][CH:29]=2)[C:14]([N:16]2[CH2:19][CH:18]([C:20]([OH:22])=[O:21])[CH2:17]2)=[O:15])=[O:11])=[CH:7][CH:6]=1)([CH3:4])([CH3:3])[CH3:2]. The catalyst class is: 2.